From a dataset of Full USPTO retrosynthesis dataset with 1.9M reactions from patents (1976-2016). Predict the reactants needed to synthesize the given product. (1) Given the product [CH3:8][O:9][C:10]1[CH:11]=[C:12]([C:17]([F:18])([F:19])[F:20])[CH:13]=[C:14]([NH:15][C:1](=[O:3])[CH3:2])[CH:16]=1, predict the reactants needed to synthesize it. The reactants are: [C:1](OC(=O)C)(=[O:3])[CH3:2].[CH3:8][O:9][C:10]1[CH:11]=[C:12]([C:17]([F:20])([F:19])[F:18])[CH:13]=[C:14]([CH:16]=1)[NH2:15].CCCCCC. (2) Given the product [CH2:1]([N:8]1[C:16]2[C:11](=[CH:12][CH:13]=[CH:14][CH:15]=2)[C:10]([C:17]2[O:18][C:19]([C:22]([O:24][CH2:26][CH3:27])=[O:23])=[CH:20][CH:21]=2)=[N:9]1)[C:2]1[CH:7]=[CH:6][CH:5]=[CH:4][CH:3]=1, predict the reactants needed to synthesize it. The reactants are: [CH2:1]([N:8]1[C:16]2[C:11](=[CH:12][CH:13]=[CH:14][CH:15]=2)[C:10]([C:17]2[O:18][C:19]([C:22]([OH:24])=[O:23])=[CH:20][CH:21]=2)=[N:9]1)[C:2]1[CH:7]=[CH:6][CH:5]=[CH:4][CH:3]=1.[K].[CH2:26](O)[CH3:27].S(=O)(=O)(O)O. (3) Given the product [C:13]([C:17]1[CH:24]=[CH:23][CH:22]=[C:19]([CH2:20][N:21]=[C:6]=[O:12])[CH:18]=1)([CH3:16])([CH3:14])[CH3:15].[NH3:27], predict the reactants needed to synthesize it. The reactants are: ClC(O[C:6](=[O:12])OC(Cl)(Cl)Cl)(Cl)Cl.[C:13]([C:17]1[CH:18]=[C:19]([CH:22]=[CH:23][CH:24]=1)[CH2:20][NH2:21])([CH3:16])([CH3:15])[CH3:14].CC[N:27](C(C)C)C(C)C. (4) Given the product [OH:1][C@@H:2]([CH2:25][OH:26])[CH2:3][CH2:4][O:5][C:6]1[CH:14]=[C:13]([F:15])[CH:12]=[C:11]([NH:16][C:17]2[CH:22]=[CH:21][C:20]([C:30]#[C:29][CH2:28][CH2:27][OH:31])=[CH:19][C:18]=2[F:24])[C:7]=1[C:8]([NH2:10])=[O:9], predict the reactants needed to synthesize it. The reactants are: [OH:1][C@@H:2]([CH2:25][OH:26])[CH2:3][CH2:4][O:5][C:6]1[CH:14]=[C:13]([F:15])[CH:12]=[C:11]([NH:16][C:17]2[CH:22]=[CH:21][C:20](I)=[CH:19][C:18]=2[F:24])[C:7]=1[C:8]([NH2:10])=[O:9].[CH2:27]([OH:31])[CH2:28][C:29]#[CH:30].CCCC[N+](CCCC)(CCCC)CCCC.[F-]. (5) Given the product [C:29]1([CH:25]([C:19]2[CH:20]=[CH:21][CH:22]=[CH:23][CH:24]=2)[CH2:26][CH2:27][NH:28][C:14]([C:13]2[CH:8]([C:4]3[CH:5]=[CH:6][CH:7]=[C:2]([Cl:1])[CH:3]=3)[NH:9][C:10](=[O:18])[NH:11][C:12]=2[CH3:17])=[O:16])[CH:30]=[CH:31][CH:32]=[CH:33][CH:34]=1, predict the reactants needed to synthesize it. The reactants are: [Cl:1][C:2]1[CH:3]=[C:4]([CH:8]2[C:13]([C:14]([OH:16])=O)=[C:12]([CH3:17])[NH:11][C:10](=[O:18])[NH:9]2)[CH:5]=[CH:6][CH:7]=1.[C:19]1([CH:25]([C:29]2[CH:34]=[CH:33][CH:32]=[CH:31][CH:30]=2)[CH2:26][CH2:27][NH2:28])[CH:24]=[CH:23][CH:22]=[CH:21][CH:20]=1.Cl.C(N=C=NCCCN(C)C)C. (6) The reactants are: [CH2:1]([C:3]1[C:12]([CH2:13][C:14]2[CH:19]=[CH:18][C:17]([C:20]3[CH:24]=[CH:23][N:22]([CH3:25])[N:21]=3)=[CH:16][CH:15]=2)=[CH:11][C:6]([C:7]([O:9][CH3:10])=[O:8])=[C:5](OS(C(F)(F)F)(=O)=O)[CH:4]=1)[CH3:2].[CH2:34](C([Sn])=C(CCCC)CCCC)[CH2:35]CC.[Cl-].[Li+].[F-].[K+]. Given the product [CH2:1]([C:3]1[C:12]([CH2:13][C:14]2[CH:19]=[CH:18][C:17]([C:20]3[CH:24]=[CH:23][N:22]([CH3:25])[N:21]=3)=[CH:16][CH:15]=2)=[CH:11][C:6]([C:7]([O:9][CH3:10])=[O:8])=[C:5]([CH:34]=[CH2:35])[CH:4]=1)[CH3:2], predict the reactants needed to synthesize it. (7) Given the product [CH3:25][O:26][C:27](=[O:33])[CH:28]([CH2:31][NH:32][C:21]([C:5]1[N:4]=[C:3]([C:1]#[N:2])[C:12]2[C:7]([C:6]=1[OH:20])=[CH:8][CH:9]=[C:10]([O:13][C:14]1[CH:19]=[CH:18][CH:17]=[CH:16][CH:15]=1)[CH:11]=2)=[O:22])[CH2:29][CH3:30], predict the reactants needed to synthesize it. The reactants are: [C:1]([C:3]1[C:12]2[C:7](=[CH:8][CH:9]=[C:10]([O:13][C:14]3[CH:19]=[CH:18][CH:17]=[CH:16][CH:15]=3)[CH:11]=2)[C:6]([OH:20])=[C:5]([C:21](OC)=[O:22])[N:4]=1)#[N:2].[CH3:25][O:26][C:27](=[O:33])[CH:28]([CH2:31][NH2:32])[CH2:29][CH3:30]. (8) The reactants are: Cl[C:2]1[C:11]2[C:6](=[CH:7][CH:8]=[C:9](I)[CH:10]=2)[N:5]=[CH:4][N:3]=1.[NH2:13][C:14]1[S:15][C:16]2[CH:22]=[CH:21][CH:20]=[CH:19][C:17]=2[N:18]=1.[SH:23][C:24]1[N:28]([CH3:29])[CH:27]=[N:26][N:25]=1. Given the product [S:15]1[C:16]2[CH:22]=[CH:21][CH:20]=[CH:19][C:17]=2[N:18]=[C:14]1[NH:13][C:2]1[C:11]2[C:6](=[CH:7][CH:8]=[C:9]([S:23][C:24]3[N:28]([CH3:29])[CH:27]=[N:26][N:25]=3)[CH:10]=2)[N:5]=[CH:4][N:3]=1, predict the reactants needed to synthesize it.